From a dataset of Reaction yield outcomes from USPTO patents with 853,638 reactions. Predict the reaction yield, written as a fraction of the theoretical maximum amount of product (1.0 means a 100% yield; for example, 0.34 means a 34% yield). (1) The reactants are Br[CH2:2][C:3]([C:5]1[S:6][C:7]([Br:10])=[CH:8][CH:9]=1)=O.[NH2:11][C:12]([NH2:14])=[S:13]. The catalyst is CCO. The product is [Br:10][C:7]1[S:6][C:5]([C:3]2[N:11]=[C:12]([NH2:14])[S:13][CH:2]=2)=[CH:9][CH:8]=1. The yield is 0.910. (2) The yield is 0.519. The product is [C:1]([NH:6][CH2:7][C:8]([NH:10][C@H:11]([C:19]([NH:21][C@H:22]([C:27]([NH:29][CH2:30][C:31]([N:39]1[CH2:38][CH2:37][S:36][C:35]1=[S:34])=[O:33])=[O:28])[CH2:23][CH:24]([CH3:25])[CH3:26])=[O:20])[CH2:12][C:13]1[CH:14]=[CH:15][CH:16]=[CH:17][CH:18]=1)=[O:9])(=[O:5])[C:2]([CH3:4])=[CH2:3]. The reactants are [C:1]([NH:6][CH2:7][C:8]([NH:10][C@H:11]([C:19]([NH:21][C@H:22]([C:27]([NH:29][CH2:30][C:31]([OH:33])=O)=[O:28])[CH2:23][CH:24]([CH3:26])[CH3:25])=[O:20])[CH2:12][C:13]1[CH:18]=[CH:17][CH:16]=[CH:15][CH:14]=1)=[O:9])(=[O:5])[C:2]([CH3:4])=[CH2:3].[SH:34][C:35]1[S:36][CH2:37][CH2:38][N:39]=1.CCN=C=NCCCN(C)C. The catalyst is CN(C1C=CN=CC=1)C.ClCCl. (3) The reactants are [CH2:1]([N:8]([CH2:16][CH3:17])[C:9]1[N:10]=[N:11][C:12](I)=[CH:13][CH:14]=1)[C:2]1[CH:7]=[CH:6][CH:5]=[CH:4][CH:3]=1.[CH3:18][S:19]([NH:22][C:23]1[CH:24]=[C:25](B(O)O)[CH:26]=[CH:27][CH:28]=1)(=[O:21])=[O:20].C(=O)([O-])[O-].[Na+].[Na+]. The catalyst is C1(C)C=CC=CC=1.C(O)C.O.C1C=CC([P]([Pd]([P](C2C=CC=CC=2)(C2C=CC=CC=2)C2C=CC=CC=2)([P](C2C=CC=CC=2)(C2C=CC=CC=2)C2C=CC=CC=2)[P](C2C=CC=CC=2)(C2C=CC=CC=2)C2C=CC=CC=2)(C2C=CC=CC=2)C2C=CC=CC=2)=CC=1. The product is [CH2:1]([N:8]([CH2:16][CH3:17])[C:9]1[N:10]=[N:11][C:12]([C:27]2[CH:28]=[C:23]([NH:22][S:19]([CH3:18])(=[O:20])=[O:21])[CH:24]=[CH:25][CH:26]=2)=[CH:13][CH:14]=1)[C:2]1[CH:7]=[CH:6][CH:5]=[CH:4][CH:3]=1. The yield is 0.290. (4) The reactants are [CH3:1][S:2](Cl)(=[O:4])=[O:3].[C:6]([O:10][C:11]([N:13]1[CH2:18][CH2:17][N:16]([CH2:19][CH2:20][NH2:21])[CH2:15][CH2:14]1)=[O:12])([CH3:9])([CH3:8])[CH3:7]. The catalyst is N1C=CC=CC=1. The product is [C:6]([O:10][C:11]([N:13]1[CH2:14][CH2:15][N:16]([CH2:19][CH2:20][NH:21][S:2]([CH3:1])(=[O:4])=[O:3])[CH2:17][CH2:18]1)=[O:12])([CH3:9])([CH3:8])[CH3:7]. The yield is 0.700. (5) The reactants are [F:1][C:2]1[C:3]([CH2:25][N:26](C)[C:27](=O)OC(C)(C)C)=[CH:4][N:5]([S:14]([C:17]2[CH:22]=[C:21]([O:23][CH3:24])[CH:20]=[CH:19][N:18]=2)(=[O:16])=[O:15])[C:6]=1[C:7]1[C:8]([F:13])=[N:9][CH:10]=[CH:11][CH:12]=1.C(OCC)(=O)C.[ClH:41]. The catalyst is C(OCC)(=O)C.CC(O)C. The product is [ClH:41].[F:1][C:2]1[C:3]([CH2:25][NH:26][CH3:27])=[CH:4][N:5]([S:14]([C:17]2[CH:22]=[C:21]([O:23][CH3:24])[CH:20]=[CH:19][N:18]=2)(=[O:16])=[O:15])[C:6]=1[C:7]1[C:8]([F:13])=[N:9][CH:10]=[CH:11][CH:12]=1. The yield is 0.790. (6) The reactants are Br[CH2:2][CH2:3][CH2:4][CH2:5][CH2:6][CH2:7][CH2:8][CH2:9][C:10]([OH:12])=[O:11].[N-:13]=[N+:14]=[N-:15].[Na+]. The catalyst is ClCCl. The product is [N:13]([CH2:2][CH2:3][CH2:4][CH2:5][CH2:6][CH2:7][CH2:8][CH2:9][C:10]([OH:12])=[O:11])=[N+:14]=[N-:15]. The yield is 0.900.